This data is from Forward reaction prediction with 1.9M reactions from USPTO patents (1976-2016). The task is: Predict the product of the given reaction. (1) Given the reactants CS([O-])(=O)=O.[CH2:6]([C@@:9]1([CH2:35][CH3:36])[CH2:14][C@H:13]([C:15]2[CH:20]=[CH:19][CH:18]=[C:17]([Cl:21])[CH:16]=2)[C@@H:12]([C:22]2[CH:27]=[CH:26][C:25]([Cl:28])=[CH:24][CH:23]=2)[N+:11]2[C@@H:29]([CH:32]3[CH2:34][CH2:33]3)[CH2:30][O:31][C:10]1=2)[CH:7]=[CH2:8].[CH2:37]([S-:39])[CH3:38].[Na+], predict the reaction product. The product is: [CH2:6]([C@@:9]1([CH2:35][CH3:36])[CH2:14][C@H:13]([C:15]2[CH:20]=[CH:19][CH:18]=[C:17]([Cl:21])[CH:16]=2)[C@@H:12]([C:22]2[CH:27]=[CH:26][C:25]([Cl:28])=[CH:24][CH:23]=2)[N:11]([C@@H:29]([CH:32]2[CH2:34][CH2:33]2)[CH2:30][S:39][CH2:37][CH3:38])[C:10]1=[O:31])[CH:7]=[CH2:8]. (2) The product is: [C:3]([C:6]1[N:11]=[C:10]([C:12]2[CH:17]=[CH:16][C:15]([C:18]3[CH:23]=[CH:22][C:21]([CH2:24][C:25]([OH:27])=[O:26])=[CH:20][C:19]=3[Cl:29])=[C:14]([Cl:30])[CH:13]=2)[C:9]([CH3:31])=[N:8][C:7]=1[CH3:32])(=[O:5])[NH2:4]. Given the reactants [OH-].[K+].[C:3]([C:6]1[N:11]=[C:10]([C:12]2[CH:17]=[CH:16][C:15]([C:18]3[CH:23]=[CH:22][C:21]([CH2:24][C:25]([O:27]C)=[O:26])=[CH:20][C:19]=3[Cl:29])=[C:14]([Cl:30])[CH:13]=2)[C:9]([CH3:31])=[N:8][C:7]=1[CH3:32])(=[O:5])[NH2:4].Cl, predict the reaction product. (3) Given the reactants [CH3:1][CH:2]([N:5]1[C:13]2[CH:12]=[C:11](Cl)[N:10]=[CH:9][C:8]=2[C:7]([N:15]2[CH2:18][C:17]([CH2:20][OH:21])([OH:19])[CH2:16]2)=[N:6]1)[CH2:3][CH3:4].[NH2:22][C:23]1[CH:28]=[CH:27][N:26]=[C:25]([N:29]2[CH2:34][CH2:33][C:32]([CH3:36])([OH:35])[CH2:31][CH2:30]2)[N:24]=1.C1(P(C2CCCCC2)C2C(OC)=CC=C(OC)C=2C2C(C(C)C)=CC(C(C)C)=CC=2C(C)C)CCCCC1.C(=O)([O-])[O-].[Cs+].[Cs+], predict the reaction product. The product is: [CH:2]([N:5]1[C:13]2[CH:12]=[C:11]([NH:22][C:23]3[CH:28]=[CH:27][N:26]=[C:25]([N:29]4[CH2:30][CH2:31][C:32]([CH3:36])([OH:35])[CH2:33][CH2:34]4)[N:24]=3)[N:10]=[CH:9][C:8]=2[C:7]([N:15]2[CH2:18][C:17]([OH:19])([CH2:20][OH:21])[CH2:16]2)=[N:6]1)([CH2:3][CH3:4])[CH3:1]. (4) Given the reactants [NH2:1][C:2]1[C:9](I)=[CH:8][C:7]([CH2:11][CH2:12][CH3:13])=[CH:6][C:3]=1[C:4]#[N:5].[CH3:14][O:15][C:16]1[CH:21]=[CH:20][C:19](B(O)O)=[CH:18][CH:17]=1.CC(OC1C=CC=C(OC(C)C)C=1C1C(P(C2CCCCC2)C2CCCCC2)=CC=CC=1)C.C([O-])([O-])=O.[K+].[K+], predict the reaction product. The product is: [NH2:1][C:2]1[C:3]([C:4]#[N:5])=[CH:6][C:7]([CH2:11][CH2:12][CH3:13])=[CH:8][C:9]=1[C:19]1[CH:20]=[CH:21][C:16]([O:15][CH3:14])=[CH:17][CH:18]=1. (5) Given the reactants Br[C:2]1[CH:7]=[CH:6][C:5]([Br:8])=[CH:4][N:3]=1.[C:9]([Si:13]([C:16]#[CH:17])([CH3:15])[CH3:14])([CH3:12])([CH3:11])[CH3:10].CCOC(C)=O, predict the reaction product. The product is: [Br:8][C:5]1[CH:6]=[CH:7][C:2]([C:17]#[C:16][Si:13]([C:9]([CH3:12])([CH3:11])[CH3:10])([CH3:15])[CH3:14])=[N:3][CH:4]=1. (6) Given the reactants [C:1]1([C:32]2[CH:37]=[CH:36][CH:35]=[CH:34][CH:33]=2)[CH:6]=[CH:5][C:4]([C:7]([N:9]2[CH2:14][CH2:13][N:12]([C:15]3[C:16]4[CH:29]=[C:28]([CH2:30][CH3:31])[S:27][C:17]=4[N:18]=[C:19]([NH:21][C:22](=[O:26])[CH2:23]OC)[N:20]=3)[CH2:11][CH2:10]2)=[O:8])=[CH:3][CH:2]=1.[N:38]1([C:46]([O:48][C:49]([CH3:52])([CH3:51])[CH3:50])=[O:47])C[CH2:41][CH2:40][C@@H:39]1C([O-])=O, predict the reaction product. The product is: [C:1]1([C:32]2[CH:37]=[CH:36][CH:35]=[CH:34][CH:33]=2)[CH:6]=[CH:5][C:4]([C:7]([N:9]2[CH2:10][CH2:11][N:12]([C:15]3[C:16]4[CH:29]=[C:28]([CH2:30][CH3:31])[S:27][C:17]=4[N:18]=[C:19]([NH:21][C:22]([C@H:23]4[CH2:41][CH2:40][CH2:39][N:38]4[C:46]([O:48][C:49]([CH3:50])([CH3:52])[CH3:51])=[O:47])=[O:26])[N:20]=3)[CH2:13][CH2:14]2)=[O:8])=[CH:3][CH:2]=1. (7) Given the reactants FC(F)(F)C(O)=O.[F:8][C:9]1[CH:14]=[CH:13][C:12]([CH:15]([OH:39])[CH:16]([NH:31][C:32](=O)[O:33]C(C)(C)C)[CH2:17][C:18]2[CH:23]=[CH:22][CH:21]=[C:20]([O:24][C:25]([F:30])([F:29])[CH:26]([F:28])[F:27])[N:19]=2)=[CH:11][CH:10]=1.C(=O)([O-])O.[Na+].[C:45]1(C(O)=O)[CH:46]=[CH:47][CH:48]=[C:49]2[CH2:55][CH2:54][CH2:53][CH:52]=[CH:51][C:50]=12.Cl.C(N=C=NCCCN(C)C)C.O.ON1C2C=CC=CC=2N=N1, predict the reaction product. The product is: [F:8][C:9]1[CH:10]=[CH:11][C:12]([CH:15]([OH:39])[CH:16]([NH:31][C:32]([C:48]2[CH:47]=[CH:46][CH:45]=[C:50]3[CH2:51][CH2:52][CH2:53][CH:54]=[CH:55][C:49]=23)=[O:33])[CH2:17][C:18]2[CH:23]=[CH:22][CH:21]=[C:20]([O:24][C:25]([F:30])([F:29])[CH:26]([F:28])[F:27])[N:19]=2)=[CH:13][CH:14]=1. (8) Given the reactants [CH3:1][O:2][C:3]1[CH:8]=[CH:7][C:6](/[CH:9]=[CH:10]/[C:11]([OH:13])=[O:12])=[CH:5][CH:4]=1.C(NCCO)CO.COC(C1C=CC=CC=1)=C(OC)C(O)=O.C([CH:38](CCCC)[C:39]([O:41][CH2:42][CH:43](CO)O)=O)C, predict the reaction product. The product is: [CH3:38][CH2:39][O:41][CH2:42][CH2:43][O:12][C:11](/[CH:10]=[CH:9]/[C:6]1[CH:7]=[CH:8][C:3]([O:2][CH3:1])=[CH:4][CH:5]=1)=[O:13].